Dataset: Forward reaction prediction with 1.9M reactions from USPTO patents (1976-2016). Task: Predict the product of the given reaction. (1) The product is: [Cl:10][C:11]1[CH:16]=[CH:15][CH:14]=[CH:13][C:12]=1[S:17][S:19][C:21]1[CH:15]=[CH:14][CH:13]=[CH:12][C:11]=1[Cl:10]. Given the reactants C[Si](C)(C)N[Si](C)(C)C.[Cl:10][C:11]1[CH:16]=[CH:15][CH:14]=[CH:13][C:12]=1[SH:17].C[S:19]([CH3:21])=O, predict the reaction product. (2) Given the reactants Cl[CH2:2][C:3]([N:5]1[C@@H:9]([C:10]#[CH:11])[CH2:8][CH2:7][C@H:6]1[C:12]#[N:13])=[O:4].[C:14]([NH2:19])([CH2:17][CH3:18])([CH3:16])[CH3:15], predict the reaction product. The product is: [CH3:15][C:14]([NH:19][CH2:2][C:3]([N:5]1[C@@H:9]([C:10]#[CH:11])[CH2:8][CH2:7][C@H:6]1[C:12]#[N:13])=[O:4])([CH3:16])[CH2:17][CH3:18]. (3) The product is: [NH2:1][C:2]1[C:7]2=[C:8]([C:21]3[S:22][C:23]4[C:29]([O:30][CH3:31])=[CH:28][C:27]([CH3:32])=[CH:26][C:24]=4[CH:25]=3)[C:9]([CH2:13][N:14]3[CH2:19][CH2:18][NH:17][C:16](=[O:20])[CH2:15]3)=[C:10]([CH2:11][O:12][CH2:37][CH3:38])[N:6]2[N:5]=[CH:4][N:3]=1. Given the reactants [NH2:1][C:2]1[C:7]2=[C:8]([C:21]3[S:22][C:23]4[C:29]([O:30][CH3:31])=[CH:28][C:27]([CH3:32])=[CH:26][C:24]=4[CH:25]=3)[C:9]([CH2:13][N:14]3[CH2:19][CH2:18][NH:17][C:16](=[O:20])[CH2:15]3)=[C:10]([CH2:11][OH:12])[N:6]2[N:5]=[CH:4][N:3]=1.S(Cl)(Cl)=O.[CH2:37](O)[CH3:38].CC[O-].[Na+], predict the reaction product. (4) Given the reactants C([N:8]1[CH2:13][CH2:12][C:11]([CH2:15][CH2:16][N:17]([CH3:31])[C:18]2[CH:30]=[CH:29][C:21]([C:22]([O:24][C:25]([CH3:28])([CH3:27])[CH3:26])=[O:23])=[CH:20][CH:19]=2)([OH:14])[CH2:10][CH2:9]1)C1C=CC=CC=1, predict the reaction product. The product is: [OH:14][C:11]1([CH2:15][CH2:16][N:17]([CH3:31])[C:18]2[CH:19]=[CH:20][C:21]([C:22]([O:24][C:25]([CH3:28])([CH3:26])[CH3:27])=[O:23])=[CH:29][CH:30]=2)[CH2:12][CH2:13][NH:8][CH2:9][CH2:10]1. (5) Given the reactants [C:1](C1C=CC(C(OC)=O)=CC=1)(=O)[CH3:2].COC(OC)N(C)C.CN(C)[CH:24]=[CH:25][C:26]([C:28]1[CH:36]=[CH:35][C:31]([C:32]([OH:34])=[O:33])=[CH:30][CH:29]=1)=O.[CH:38]([C:41]1[CH:49]=[CH:48][C:44]([C:45]([NH2:47])=[NH:46])=[CH:43][CH:42]=1)([CH3:40])[CH3:39], predict the reaction product. The product is: [CH:38]([C:41]1[CH:49]=[CH:48][C:44]([C:45]2[N:47]=[C:26]([C:28]3[CH:36]=[CH:35][C:31]([C:32]([O:34][CH2:1][CH3:2])=[O:33])=[CH:30][CH:29]=3)[CH:25]=[CH:24][N:46]=2)=[CH:43][CH:42]=1)([CH3:40])[CH3:39]. (6) Given the reactants [O:1]=[C:2]1[N:6]([CH2:7][CH2:8][CH2:9][CH2:10][CH2:11][CH2:12][C:13]#[N:14])[C@@H:5](/[CH:15]=[CH:16]/[C:17](=[O:25])[CH2:18][C:19]2[CH:24]=[CH:23][CH:22]=[CH:21][CH:20]=2)[CH2:4][S:3]1.C1(C)C=CC=CC=1.[B]1OC2C(=CC=CC=2)O1, predict the reaction product. The product is: [OH:25][CH:17]([CH2:18][C:19]1[CH:20]=[CH:21][CH:22]=[CH:23][CH:24]=1)/[CH:16]=[CH:15]/[C@H:5]1[CH2:4][S:3][C:2](=[O:1])[N:6]1[CH2:7][CH2:8][CH2:9][CH2:10][CH2:11][CH2:12][C:13]#[N:14]. (7) Given the reactants [CH3:1][N:2]1[C:6]([C:7]#[C:8][Si](C)(C)C)=[CH:5][N:4]=[CH:3]1.[Li]CCCC.C[Si]([N:22]=[C:23]=[O:24])(C)C.O, predict the reaction product. The product is: [C:7]([C:6]1[N:2]([CH3:1])[C:3]([C:23]([NH2:22])=[O:24])=[N:4][CH:5]=1)#[CH:8]. (8) Given the reactants Cl.[CH3:2][O:3][C:4](=[O:10])[C@H:5]([CH2:7][CH2:8][CH3:9])[NH2:6].[F:11][C:12]1[CH:13]=[C:14]2[C:19](=[C:20]([F:22])[CH:21]=1)[CH2:18][C:17](=O)[CH2:16][CH2:15]2.C(O[BH-](OC(=O)C)OC(=O)C)(=O)C.[Na+], predict the reaction product. The product is: [CH3:2][O:3][C:4](=[O:10])[CH:5]([NH:6][CH:17]1[CH2:16][CH2:15][C:14]2[C:19](=[C:20]([F:22])[CH:21]=[C:12]([F:11])[CH:13]=2)[CH2:18]1)[CH2:7][CH2:8][CH3:9]. (9) The product is: [Br:1][C:2]1[C:3]([O:24][CH3:25])=[C:4]([C:10]([CH2:13][S:14]([C:17]2[CH:22]=[N:48][CH:20]=[CH:19][CH:18]=2)(=[O:16])=[O:15])=[CH:11][CH:12]=1)[C:5]([O:7][CH2:8][CH3:9])=[O:6]. Given the reactants [Br:1][C:2]1[C:3]([O:24][CH3:25])=[C:4]([C:10]([CH2:13][S:14]([C:17]2[CH:22]=C[C:20](F)=[CH:19][CH:18]=2)(=[O:16])=[O:15])=[CH:11][CH:12]=1)[C:5]([O:7][CH2:8][CH3:9])=[O:6].BrC1C(OC)=C(C(CSC2C=CC=CC=2)=CC=1)C(OCC)=O.[N:48]1C=CC=C(S([O-])(=O)=O)C=1.[Na+], predict the reaction product. (10) The product is: [C:23]([O:26][CH2:27][C:28]1[C:33]([N:34]2[CH2:46][CH2:45][N:37]3[C:38]4[CH2:39][CH2:40][CH2:41][CH2:42][C:43]=4[CH:44]=[C:36]3[C:35]2=[O:47])=[CH:32][C:31]([F:48])=[CH:30][C:29]=1[C:2]1[CH:3]=[C:4]([NH:10][C:11]2[CH:16]=[CH:15][C:14]([CH:17]3[CH2:20][N:19]([CH2:21][CH3:22])[CH2:18]3)=[CH:13][N:12]=2)[C:5](=[O:9])[N:6]([CH3:8])[CH:7]=1)(=[O:25])[CH3:24]. Given the reactants Br[C:2]1[CH:3]=[C:4]([NH:10][C:11]2[CH:16]=[CH:15][C:14]([CH:17]3[CH2:20][N:19]([CH2:21][CH3:22])[CH2:18]3)=[CH:13][N:12]=2)[C:5](=[O:9])[N:6]([CH3:8])[CH:7]=1.[C:23]([O:26][CH2:27][C:28]1[C:33]([N:34]2[CH2:46][CH2:45][N:37]3[C:38]4[CH2:39][CH2:40][CH2:41][CH2:42][C:43]=4[CH:44]=[C:36]3[C:35]2=[O:47])=[CH:32][C:31]([F:48])=[CH:30][C:29]=1B1OC(C)(C)C(C)(C)O1)(=[O:25])[CH3:24], predict the reaction product.